This data is from Forward reaction prediction with 1.9M reactions from USPTO patents (1976-2016). The task is: Predict the product of the given reaction. (1) The product is: [CH2:1]([C@@:5]1([CH2:28][CH3:29])[NH:11][C@H:10]([C:12]2[CH:17]=[CH:16][CH:15]=[CH:14][CH:13]=2)[C:9]2[CH:18]=[C:19]([O:24][CH3:25])[C:20]([CH2:22][NH:32][C:31]([CH3:33])([C:34]([O:36][CH3:37])=[O:35])[CH3:30])=[CH:21][C:8]=2[S:7](=[O:26])(=[O:27])[CH2:6]1)[CH2:2][CH2:3][CH3:4]. Given the reactants [CH2:1]([C@@:5]1([CH2:28][CH3:29])[NH:11][C@H:10]([C:12]2[CH:17]=[CH:16][CH:15]=[CH:14][CH:13]=2)[C:9]2[CH:18]=[C:19]([O:24][CH3:25])[C:20]([CH:22]=O)=[CH:21][C:8]=2[S:7](=[O:27])(=[O:26])[CH2:6]1)[CH2:2][CH2:3][CH3:4].[CH3:30][C:31]([C:34]([O:36][CH3:37])=[O:35])([CH3:33])[NH2:32].C(O)(=O)C.C(=O)([O-])[O-].[Na+].[Na+], predict the reaction product. (2) Given the reactants Cl[C:2]1[CH:7]=[C:6]([CH2:8][N:9]2[C:13]([CH3:14])=[CH:12][C:11](/[C:15](/[F:27])=[CH:16]/[C:17]3[CH:22]=[CH:21][C:20]([Si:23]([CH3:26])([CH3:25])[CH3:24])=[CH:19][CH:18]=3)=[N:10]2)[CH:5]=[CH:4][N:3]=1.[NH:28]1[CH2:33][CH2:32][NH:31][CH2:30][CH2:29]1, predict the reaction product. The product is: [F:27]/[C:15](/[C:11]1[CH:12]=[C:13]([CH3:14])[N:9]([CH2:8][C:6]2[CH:5]=[CH:4][N:3]=[C:2]([N:28]3[CH2:33][CH2:32][NH:31][CH2:30][CH2:29]3)[CH:7]=2)[N:10]=1)=[CH:16]\[C:17]1[CH:22]=[CH:21][C:20]([Si:23]([CH3:26])([CH3:25])[CH3:24])=[CH:19][CH:18]=1. (3) Given the reactants [CH2:1]([O:3][C:4]([C:6]1[CH:10]=[C:9]([C:11]2[CH:16]=[CH:15][CH:14]=[CH:13][CH:12]=2)[N:8]([NH2:17])[C:7]=1[C:18]1[C:27]2[C:22](=[CH:23][CH:24]=[CH:25][CH:26]=2)[CH:21]=[CH:20][CH:19]=1)=[O:5])[CH3:2].[C:28]1([C:34]2[N:35]([N:45]=[C:46]([CH3:50])[C:47](=O)[CH3:48])[C:36]([C:39]3[CH:44]=[CH:43][CH:42]=[CH:41][CH:40]=3)=[CH:37][CH:38]=2)[CH:33]=[CH:32][CH:31]=[CH:30][CH:29]=1.C1(C)C=CC(S(O)(=O)=O)=CC=1.S(NN)(C1C=CC(C)=CC=1)(=O)=O, predict the reaction product. The product is: [CH2:1]([O:3][C:4]([C:6]1[CH:10]=[C:9]([C:11]2[CH:12]=[CH:13][CH:14]=[CH:15][CH:16]=2)[N:8]([N:17]=[C:47]([CH3:48])[C:46](=[N:45][N:35]2[C:34]([C:28]3[CH:33]=[CH:32][CH:31]=[CH:30][CH:29]=3)=[CH:38][CH:37]=[C:36]2[C:39]2[CH:44]=[CH:43][CH:42]=[CH:41][CH:40]=2)[CH3:50])[C:7]=1[C:18]1[C:27]2[C:22](=[CH:23][CH:24]=[CH:25][CH:26]=2)[CH:21]=[CH:20][CH:19]=1)=[O:5])[CH3:2].